This data is from Full USPTO retrosynthesis dataset with 1.9M reactions from patents (1976-2016). The task is: Predict the reactants needed to synthesize the given product. (1) Given the product [C:4]1(=[O:5])[O:6][C:1](=[O:7])[CH:2]=[CH:3]1.[C:8]1([C:14]2[C:15]3([CH2:21][CH3:22])[CH2:20][CH:18]([CH:19]=2)[CH2:17][CH2:16]3)[CH:13]=[CH:12][CH:11]=[CH:10][CH:9]=1, predict the reactants needed to synthesize it. The reactants are: [C:1]1(=[O:7])[O:6][C:4](=[O:5])[CH:3]=[CH:2]1.[C:8]1([C:14]2[C:15]3([CH2:21][CH3:22])[CH2:20][CH:18]([CH:19]=2)[CH2:17][CH2:16]3)[CH:13]=[CH:12][CH:11]=[CH:10][CH:9]=1.CC(N=NC(C#N)(C)C)(C#N)C. (2) Given the product [CH2:1]([O:3][C:4](=[O:19])[C:5]1[CH:10]=[CH:9][C:8]([CH:11]([CH:12]2[CH2:13][C:14]([CH3:16])([CH3:17])[CH2:15]2)[NH:18][C:22]2[C:21]([CH3:20])=[CH:30][C:29]3[C:24](=[CH:25][CH:26]=[CH:27][CH:28]=3)[N:23]=2)=[CH:7][CH:6]=1)[CH3:2], predict the reactants needed to synthesize it. The reactants are: [CH2:1]([O:3][C:4](=[O:19])[C:5]1[CH:10]=[CH:9][C:8]([CH:11]([NH2:18])[CH:12]2[CH2:15][C:14]([CH3:17])([CH3:16])[CH2:13]2)=[CH:7][CH:6]=1)[CH3:2].[CH3:20][C:21]1[CH:22]=[N+:23]([O-])[C:24]2[C:29]([CH:30]=1)=[CH:28][CH:27]=[CH:26][CH:25]=2.C(N(C(C)C)CC)(C)C.F[P-](F)(F)(F)(F)F.Br[P+](N1CCCC1)(N1CCCC1)N1CCCC1. (3) Given the product [C:1]([O:5][C:6]([N:8]1[CH2:13][CH2:12][CH2:11][C:10]([NH:18][C:19]([O:21][CH2:22][C:23]2[CH:28]=[CH:27][CH:26]=[CH:25][CH:24]=2)=[O:20])([CH:14]([CH3:17])[CH2:15][OH:29])[CH2:9]1)=[O:7])([CH3:4])([CH3:3])[CH3:2], predict the reactants needed to synthesize it. The reactants are: [C:1]([O:5][C:6]([N:8]1[CH2:13][CH2:12][CH2:11][C:10]([NH:18][C:19]([O:21][CH2:22][C:23]2[CH:28]=[CH:27][CH:26]=[CH:25][CH:24]=2)=[O:20])([CH:14]([CH3:17])[CH:15]=C)[CH2:9]1)=[O:7])([CH3:4])([CH3:3])[CH3:2].[O:29]=[O+][O-].[BH4-].[Na+].C(=O)(O)[O-].[Na+]. (4) Given the product [Si:1]([O:8][CH2:9][C:10]1[C:15]([O:16][CH3:17])=[CH:14][CH:13]=[C:12]([C:18]#[CH:19])[N:11]=1)([C:4]([CH3:7])([CH3:6])[CH3:5])([CH3:3])[CH3:2], predict the reactants needed to synthesize it. The reactants are: [Si:1]([O:8][CH2:9][C:10]1[C:15]([O:16][CH3:17])=[CH:14][CH:13]=[C:12]([C:18]#[C:19][Si](C)(C)C)[N:11]=1)([C:4]([CH3:7])([CH3:6])[CH3:5])([CH3:3])[CH3:2].C(=O)([O-])[O-].[K+].[K+]. (5) The reactants are: [OH:1][C:2]1[CH:3]=[C:4]2[C:9](=[CH:10][CH:11]=1)[N:8]=[CH:7][CH:6]=[CH:5]2.[Br:12][CH2:13][CH2:14]Br. Given the product [Br:12][CH2:13][CH2:14][O:1][C:2]1[CH:3]=[C:4]2[C:9](=[CH:10][CH:11]=1)[N:8]=[CH:7][CH:6]=[CH:5]2, predict the reactants needed to synthesize it. (6) Given the product [F:1][C:2]1[CH:7]=[C:6]([OH:8])[CH:5]=[CH:4][C:3]=1[C:10]1[CH:11]([CH3:17])[CH2:12][C:13](=[O:16])[NH:14][N:15]=1, predict the reactants needed to synthesize it. The reactants are: [F:1][C:2]1[CH:7]=[C:6]([O:8]C)[CH:5]=[CH:4][C:3]=1[C:10]1[CH:11]([CH3:17])[CH2:12][C:13](=[O:16])[NH:14][N:15]=1.[Cl-].[Al+3].[Cl-].[Cl-].O.